From a dataset of Forward reaction prediction with 1.9M reactions from USPTO patents (1976-2016). Predict the product of the given reaction. Given the reactants [NH:1]1[CH:5]=[CH:4][N:3]=[CH:2]1.[CH3:6][O:7][C:8]1[CH:15]=[CH:14][C:11]([CH2:12]Cl)=[CH:10][CH:9]=1, predict the reaction product. The product is: [CH3:6][O:7][C:8]1[CH:15]=[CH:14][C:11]([CH2:12][N:1]2[CH:5]=[CH:4][N:3]=[CH:2]2)=[CH:10][CH:9]=1.